This data is from Reaction yield outcomes from USPTO patents with 853,638 reactions. The task is: Predict the reaction yield, written as a fraction of the theoretical maximum amount of product (1.0 means a 100% yield; for example, 0.34 means a 34% yield). (1) The reactants are [CH3:1][C:2]1[O:3][C:4]([CH3:9])=[CH:5][C:6](=[O:8])[CH:7]=1. The catalyst is CO. The product is [CH3:1][CH:2]1[CH2:7][C:6](=[O:8])[CH2:5][CH:4]([CH3:9])[O:3]1. The yield is 1.00. (2) The reactants are [NH:1]1[CH2:6][CH2:5][CH2:4][CH2:3][CH:2]1[C:7]1[NH:8][C:9]2[C:14]([CH:15]=1)=[CH:13][C:12]([NH2:16])=[CH:11][CH:10]=2.[CH3:17][C:18]([O:21][C:22](O[C:22]([O:21][C:18]([CH3:20])([CH3:19])[CH3:17])=[O:23])=[O:23])([CH3:20])[CH3:19]. The catalyst is CCN(CC)CC.C1COCC1.O. The product is [NH2:16][C:12]1[CH:13]=[C:14]2[C:9](=[CH:10][CH:11]=1)[NH:8][C:7]([CH:2]1[CH2:3][CH2:4][CH2:5][CH2:6][N:1]1[C:22]([O:21][C:18]([CH3:20])([CH3:19])[CH3:17])=[O:23])=[CH:15]2. The yield is 0.0100. (3) The reactants are [CH3:1][O:2][C:3](=[O:21])[C:4]1[CH:9]=[C:8]([C:10](=[O:12])[CH3:11])[CH:7]=[CH:6][C:5]=1[O:13][CH2:14][C:15]1[CH:20]=[CH:19][CH:18]=[CH:17][CH:16]=1.[Br:22]Br.C(OCC)C. The catalyst is C(Cl)(Cl)Cl.C1(C)C=CC=CC=1. The product is [CH3:1][O:2][C:3](=[O:21])[C:4]1[CH:9]=[C:8]([C:10](=[O:12])[CH2:11][Br:22])[CH:7]=[CH:6][C:5]=1[O:13][CH2:14][C:15]1[CH:16]=[CH:17][CH:18]=[CH:19][CH:20]=1. The yield is 0.550. (4) The reactants are [F:1][C:2]1[C:3](Cl)=[N:4][C:5]([Cl:8])=[N:6][CH:7]=1.[CH2:10]([O:12]C([Sn](C)(C)C)=C)[CH3:11].Cl. The catalyst is CN(C)C=O.O.[Cl-].[Na+].O.Cl[Pd](Cl)([P](C1C=CC=CC=1)(C1C=CC=CC=1)C1C=CC=CC=1)[P](C1C=CC=CC=1)(C1C=CC=CC=1)C1C=CC=CC=1. The product is [Cl:8][C:5]1[N:4]=[C:3]([C:10](=[O:12])[CH3:11])[C:2]([F:1])=[CH:7][N:6]=1. The yield is 0.920. (5) The reactants are [P:1]([CH2:5][CH2:6][C:7]([OH:9])=O)([OH:4])([OH:3])=[O:2].CN(C(ON1N=NC2C=CC=NC1=2)=[N+](C)C)C.F[P-](F)(F)(F)(F)F.C(N(C(C)C)CC)(C)C.[NH2:43][C@H:44]([CH2:61][C:62]1[CH:67]=[CH:66][C:65]([C:68]2[CH:73]=[C:72]([Cl:74])[CH:71]=[CH:70][C:69]=2[F:75])=[CH:64][CH:63]=1)[CH2:45][C:46]([O:48][CH:49]([O:51][C:52]([O:54][CH:55]1[CH2:60][CH2:59][CH2:58][CH2:57][CH2:56]1)=[O:53])[CH3:50])=[O:47]. The catalyst is CN(C=O)C.C(OCC)(=O)C. The product is [Cl:74][C:72]1[CH:71]=[CH:70][C:69]([F:75])=[C:68]([C:65]2[CH:66]=[CH:67][C:62]([CH2:61][C@@H:44]([NH:43][C:7](=[O:9])[CH2:6][CH2:5][P:1](=[O:2])([OH:4])[OH:3])[CH2:45][C:46]([O:48][C@@H:49]([O:51][C:52]([O:54][CH:55]3[CH2:60][CH2:59][CH2:58][CH2:57][CH2:56]3)=[O:53])[CH3:50])=[O:47])=[CH:63][CH:64]=2)[CH:73]=1. The yield is 0.620. (6) The reactants are [CH2:1]([C:3]1[CH:26]=[CH:25][CH:24]=[C:23]([CH3:27])[C:4]=1[CH2:5][NH:6][C:7]1[C:12]([N+:13]([O-])=O)=[C:11]([NH:16][CH3:17])[CH:10]=[C:9]([O:18][CH2:19][CH2:20][O:21][CH3:22])[N:8]=1)[CH3:2]. The catalyst is C(O)C.[Ni]. The product is [CH2:1]([C:3]1[CH:26]=[CH:25][CH:24]=[C:23]([CH3:27])[C:4]=1[CH2:5][NH:6][C:7]1[C:12]([NH2:13])=[C:11]([NH:16][CH3:17])[CH:10]=[C:9]([O:18][CH2:19][CH2:20][O:21][CH3:22])[N:8]=1)[CH3:2]. The yield is 1.00.